From a dataset of Reaction yield outcomes from USPTO patents with 853,638 reactions. Predict the reaction yield, written as a fraction of the theoretical maximum amount of product (1.0 means a 100% yield; for example, 0.34 means a 34% yield). (1) The catalyst is CN(C=O)C. The product is [F:20][C:19]([F:22])([F:21])[O:38][C:28]1[CH:27]=[C:26]([CH:31]=[CH:30][CH:29]=1)[CH2:25][C:24]1[C:3]2[C:4](=[O:23])[N:5]([C:12]3[CH:17]=[CH:16][CH:15]=[C:14]([O:18][C:19]([F:22])([F:21])[F:20])[CH:13]=3)[C:6]3[N:7]=[CH:8][CH:9]=[CH:10][C:11]=3[C:2]=2[NH:40][N:39]=1. The reactants are O[C:2]1[C:11]2[C:6](=[N:7][CH:8]=[CH:9][CH:10]=2)[N:5]([C:12]2[CH:17]=[CH:16][CH:15]=[C:14]([O:18][C:19]([F:22])([F:21])[F:20])[CH:13]=2)[C:4](=[O:23])[C:3]=1[C:24](=O)[CH2:25][C:26]1[CH:31]=[CH:30][CH:29]=[C:28](OC(F)(F)F)[CH:27]=1.[OH2:38].[NH2:39][NH2:40].C(=O)([O-])O.[Na+]. The yield is 0.160. (2) The reactants are Br[C:2]1[CH:7]=[CH:6][C:5]([C:8]2[N:12]([C:13]3[CH:14]=[N:15][CH:16]=[CH:17][CH:18]=3)[N:11]=[C:10]([C:19]([O:21][CH2:22][CH3:23])=[O:20])[CH:9]=2)=[CH:4][CH:3]=1.[NH3:24].[C:25](OCC)(=O)C.C(Cl)(Cl)Cl. The catalyst is CN(C)C=O.[C-]#N.[Zn+2].[C-]#N.[O-]C#N.[Zn+2].[O-]C#N. The product is [C:25]([C:2]1[CH:7]=[CH:6][C:5]([C:8]2[N:12]([C:13]3[CH:14]=[N:15][CH:16]=[CH:17][CH:18]=3)[N:11]=[C:10]([C:19]([O:21][CH2:22][CH3:23])=[O:20])[CH:9]=2)=[CH:4][CH:3]=1)#[N:24]. The yield is 0.360. (3) The reactants are [NH2:1][C:2]1[CH:7]=[CH:6][C:5]([C:8]2[CH:13]=[CH:12][C:11]([C:14](=[O:27])[CH2:15][CH:16]([C:22]([O:24][CH2:25][CH3:26])=[O:23])[C:17]([O:19][CH2:20][CH3:21])=[O:18])=[CH:10][CH:9]=2)=[CH:4][CH:3]=1.[C:28](Cl)(=[O:33])[CH2:29][CH2:30][CH2:31][CH3:32]. The catalyst is ClCCl. The product is [O:27]=[C:14]([C:11]1[CH:10]=[CH:9][C:8]([C:5]2[CH:4]=[CH:3][C:2]([NH:1][C:28](=[O:33])[CH2:29][CH2:30][CH2:31][CH3:32])=[CH:7][CH:6]=2)=[CH:13][CH:12]=1)[CH2:15][CH:16]([C:22]([O:24][CH2:25][CH3:26])=[O:23])[C:17]([O:19][CH2:20][CH3:21])=[O:18]. The yield is 0.930. (4) The reactants are [CH3:1][C:2]1[C:6]([C:7]2[CH:16]=[C:15]3[C:10]([C:11](O)=[C:12]([C:17]([O:19][CH2:20][CH3:21])=[O:18])[CH:13]=[N:14]3)=[CH:9][CH:8]=2)=[C:5]([CH3:23])[O:4][N:3]=1.S(Cl)([Cl:26])=O. The catalyst is C1(C)C=CC=CC=1. The product is [CH3:1][C:2]1[C:6]([C:7]2[CH:16]=[C:15]3[C:10]([C:11]([Cl:26])=[C:12]([C:17]([O:19][CH2:20][CH3:21])=[O:18])[CH:13]=[N:14]3)=[CH:9][CH:8]=2)=[C:5]([CH3:23])[O:4][N:3]=1. The yield is 0.950. (5) The reactants are [F:1][C:2]1[CH:7]=[CH:6][C:5]([C:8]2[S:9][C:10]3[CH2:11][C:12]4[C:18]([C:19]5[CH:24]=[CH:23][C:22]([O:25][CH3:26])=[CH:21][CH:20]=5)=[N:17][N:16](COCC[Si](C)(C)C)[C:13]=4[C:14]=3[CH:15]=2)=[CH:4][CH:3]=1.Cl. The catalyst is CO. The product is [F:1][C:2]1[CH:7]=[CH:6][C:5]([C:8]2[S:9][C:10]3[CH2:11][C:12]4[C:18]([C:19]5[CH:24]=[CH:23][C:22]([O:25][CH3:26])=[CH:21][CH:20]=5)=[N:17][NH:16][C:13]=4[C:14]=3[CH:15]=2)=[CH:4][CH:3]=1. The yield is 0.750. (6) The product is [F:21][C:19]1([F:22])[O:18][C:17]2[CH:23]=[CH:24][C:14]([C:11]3([C:9]([NH:8][C:6]4[N:7]=[C:2]([C:33]5[CH:32]=[CH:31][N:30]=[C:29]([O:28][CH3:27])[CH:34]=5)[C:3]([CH3:26])=[C:4]([CH3:25])[CH:5]=4)=[O:10])[CH2:13][CH2:12]3)=[CH:15][C:16]=2[O:20]1. The yield is 0.440. The catalyst is COCCOC.C1C=CC([P]([Pd]([P](C2C=CC=CC=2)(C2C=CC=CC=2)C2C=CC=CC=2)([P](C2C=CC=CC=2)(C2C=CC=CC=2)C2C=CC=CC=2)[P](C2C=CC=CC=2)(C2C=CC=CC=2)C2C=CC=CC=2)(C2C=CC=CC=2)C2C=CC=CC=2)=CC=1. The reactants are Cl[C:2]1[N:7]=[C:6]([NH:8][C:9]([C:11]2([C:14]3[CH:24]=[CH:23][C:17]4[O:18][C:19]([F:22])([F:21])[O:20][C:16]=4[CH:15]=3)[CH2:13][CH2:12]2)=[O:10])[CH:5]=[C:4]([CH3:25])[C:3]=1[CH3:26].[CH3:27][O:28][C:29]1[CH:34]=[C:33](B(O)O)[CH:32]=[CH:31][N:30]=1.C([O-])([O-])=O.[Na+].[Na+]. (7) The reactants are C[O:2][C:3](=[O:23])[CH:4]([C:11]1[CH:16]=[CH:15][C:14]([S:17][CH3:18])=[C:13]([C:19]([F:22])([F:21])[F:20])[CH:12]=1)[CH2:5][CH:6]1[CH2:10][CH2:9][CH2:8][CH2:7]1.[OH-].[Li+]. The catalyst is O1CCCC1.O.O. The product is [CH:6]1([CH2:5][CH:4]([C:11]2[CH:16]=[CH:15][C:14]([S:17][CH3:18])=[C:13]([C:19]([F:22])([F:20])[F:21])[CH:12]=2)[C:3]([OH:23])=[O:2])[CH2:10][CH2:9][CH2:8][CH2:7]1. The yield is 0.636. (8) The reactants are [CH3:1][C:2]1[CH:7]=[CH:6][C:5]([S:8]([O:11][CH2:12][CH:13]2[CH2:17][C:16]3[CH:18]=[C:19]([CH3:23])[CH:20]=[C:21](Br)[C:15]=3[O:14]2)(=[O:10])=[O:9])=[CH:4][CH:3]=1.[C:24]1(B(O)O)[CH:29]=[CH:28][CH:27]=[CH:26][CH:25]=1.CC1C=CC(S(OCC2CC3C=CC=C(C4C=CC=C(C(F)(F)F)C=4)C=3O2)(=O)=O)=CC=1. No catalyst specified. The product is [CH3:1][C:2]1[CH:7]=[CH:6][C:5]([S:8]([O:11][CH2:12][CH:13]2[CH2:17][C:16]3[CH:18]=[C:19]([CH3:23])[CH:20]=[C:21]([C:24]4[CH:29]=[CH:28][CH:27]=[CH:26][CH:25]=4)[C:15]=3[O:14]2)(=[O:10])=[O:9])=[CH:4][CH:3]=1. The yield is 0.930. (9) The reactants are [CH2:1]([O:8][C:9]1[CH:14]=[CH:13][C:12](/[CH:15]=[CH:16]/[N+:17]([O-:19])=[O:18])=[CH:11][CH:10]=1)[C:2]1[CH:7]=[CH:6][CH:5]=[CH:4][CH:3]=1.C(O)(=O)C.CS(C)=O.[BH4-].[Na+]. The catalyst is O. The product is [CH2:1]([O:8][C:9]1[CH:14]=[CH:13][C:12]([CH2:15][CH2:16][N+:17]([O-:19])=[O:18])=[CH:11][CH:10]=1)[C:2]1[CH:3]=[CH:4][CH:5]=[CH:6][CH:7]=1. The yield is 0.700. (10) The reactants are Cl[C:2]1[CH:7]=[C:6]([Cl:8])[N:5]=[C:4]([C:9]2[CH:14]=[CH:13][CH:12]=[CH:11][CH:10]=2)[N:3]=1.[OH:15][CH:16]1[CH2:21][CH2:20][NH:19][CH2:18][CH2:17]1.O. The catalyst is C(O)CCC. The product is [Cl:8][C:6]1[N:5]=[C:4]([C:9]2[CH:14]=[CH:13][CH:12]=[CH:11][CH:10]=2)[N:3]=[C:2]([N:19]2[CH2:20][CH2:21][CH:16]([OH:15])[CH2:17][CH2:18]2)[CH:7]=1. The yield is 0.910.